From a dataset of Forward reaction prediction with 1.9M reactions from USPTO patents (1976-2016). Predict the product of the given reaction. (1) Given the reactants [F:1][C:2]1[CH:34]=[CH:33][C:5]([CH2:6][N:7]2[C:16](=[O:17])[C:15]([C:18]3[NH:23][C:22]4[CH:24]=[CH:25][C:26](I)=[CH:27][C:21]=4[S:20](=[O:30])(=[O:29])[N:19]=3)=[C:14]([OH:31])[C@H:13]3[C@@H:8]2[C@H:9]2[CH2:32][C@@H:12]3[CH2:11][CH2:10]2)=[CH:4][CH:3]=1.[CH:35]1([S:38]([NH2:41])(=[O:40])=[O:39])[CH2:37][CH2:36]1.N(CC(O)=O)C.P([O-])([O-])([O-])=O.[K+].[K+].[K+], predict the reaction product. The product is: [F:1][C:2]1[CH:34]=[CH:33][C:5]([CH2:6][N:7]2[C:16](=[O:17])[C:15]([C:18]3[NH:23][C:22]4[CH:24]=[CH:25][C:26]([NH:41][S:38]([CH:35]5[CH2:37][CH2:36]5)(=[O:40])=[O:39])=[CH:27][C:21]=4[S:20](=[O:30])(=[O:29])[N:19]=3)=[C:14]([OH:31])[C@H:13]3[C@@H:8]2[C@H:9]2[CH2:32][C@@H:12]3[CH2:11][CH2:10]2)=[CH:4][CH:3]=1. (2) The product is: [C:21]([O:25][C:26](=[O:42])[NH:27][CH:28]([C:29]1[CH:30]=[CH:31][CH:32]=[C:33]([O:20][CH2:19][C:15]2[CH:14]=[C:13]([C:10]3[CH:9]=[CH:8][C:7]([CH2:6][CH:2]4[O:3][CH2:4][CH2:5][O:1]4)=[CH:12][CH:11]=3)[CH:18]=[CH:17][CH:16]=2)[CH:34]=1)[C:44]1[CH:45]=[CH:46][CH:55]=[CH:56][CH:57]=1)([CH3:22])([CH3:23])[CH3:24]. Given the reactants [O:1]1[CH2:5][CH2:4][O:3][CH:2]1[CH2:6][C:7]1[CH:12]=[CH:11][C:10]([C:13]2[CH:18]=[CH:17][CH:16]=[C:15]([CH2:19][OH:20])[CH:14]=2)=[CH:9][CH:8]=1.[C:21]([O:25][C:26](=[O:42])[N:27](C1C=CC=C(O)C=1)[CH2:28][C:29]1[CH:34]=[CH:33][CH:32]=[CH:31][CH:30]=1)([CH3:24])([CH3:23])[CH3:22].O[C:44]1[CH:45]=[C:46]([CH:55]=[CH:56][CH:57]=1)C([C:44]1[CH:57]=[CH:56][CH:55]=[CH:46][CH:45]=1)=O, predict the reaction product. (3) Given the reactants [CH:1]1([C:4]2[CH:5]=[C:6]([C:18]#[C:19][Si](C)(C)C)[CH:7]=[C:8]3[C:13]=2[O:12][C:11]([CH3:15])([CH3:14])[CH2:10][C:9]3([CH3:17])[CH3:16])[CH2:3][CH2:2]1.C(=O)([O-])[O-].[K+].[K+], predict the reaction product. The product is: [CH:1]1([C:4]2[CH:5]=[C:6]([C:18]#[CH:19])[CH:7]=[C:8]3[C:13]=2[O:12][C:11]([CH3:14])([CH3:15])[CH2:10][C:9]3([CH3:17])[CH3:16])[CH2:3][CH2:2]1. (4) Given the reactants [CH:1]([C:4]1[N:24]=[C:7]2[CH:8]=[C:9]([NH:12][C:13]([C:15]3[N:19]([CH3:20])[N:18]=[CH:17][C:16]=3[C:21](O)=[O:22])=[O:14])[CH:10]=[CH:11][N:6]2[N:5]=1)([CH3:3])[CH3:2].[NH:25]1[CH2:29][CH2:28][CH2:27][CH2:26]1.CCCP(=O)=O.C(N(C(C)C)CC)(C)C, predict the reaction product. The product is: [CH:1]([C:4]1[N:24]=[C:7]2[CH:8]=[C:9]([NH:12][C:13]([C:15]3[N:19]([CH3:20])[N:18]=[CH:17][C:16]=3[C:21]([N:25]3[CH2:29][CH2:28][CH2:27][CH2:26]3)=[O:22])=[O:14])[CH:10]=[CH:11][N:6]2[N:5]=1)([CH3:2])[CH3:3]. (5) Given the reactants [C:1]([C:5]1[CH:6]=[C:7]([CH:36]=[CH:37][CH:38]=1)[CH2:8][N:9]1[C@@H:17]2[C@H:12]([C@H:13]([CH2:20][C:21]3[CH:26]=[C:25]([F:27])[C:24]([NH:28][C:29](=[O:32])[CH2:30][Cl:31])=[C:23]([CH2:33][CH3:34])[CH:22]=3)[CH2:14][S:15](=[O:19])(=[O:18])[CH2:16]2)[O:11]C1=O)([CH3:4])([CH3:3])[CH3:2].[CH3:39][O:40]CC(Cl)=O, predict the reaction product. The product is: [ClH:31].[C:1]([C:5]1[CH:6]=[C:7]([CH:36]=[CH:37][CH:38]=1)[CH2:8][NH:9][C@H:17]1[CH2:16][S:15](=[O:19])(=[O:18])[CH2:14][C@@H:13]([CH2:20][C:21]2[CH:26]=[C:25]([F:27])[C:24]([NH:28][C:29](=[O:32])[CH2:30][O:40][CH3:39])=[C:23]([CH2:33][CH3:34])[CH:22]=2)[C@@H:12]1[OH:11])([CH3:4])([CH3:2])[CH3:3]. (6) Given the reactants [C:1]([O:4][C@H:5]([CH3:38])[CH2:6][CH2:7][CH2:8][CH2:9][N:10]1[C:19](=[O:20])[C:18]2[N:17](CC3C=CC=CC=3)[C:16]([CH2:28][NH:29][O:30][C:31](=[O:36])[C:32]([F:35])([F:34])[F:33])=[N:15][C:14]=2[N:13]([CH3:37])[C:11]1=[O:12])(=[O:3])[CH3:2].[H][H], predict the reaction product. The product is: [C:1]([O:4][C@H:5]([CH3:38])[CH2:6][CH2:7][CH2:8][CH2:9][N:10]1[C:19](=[O:20])[C:18]2[NH:17][C:16]([CH2:28][NH:29][O:30][C:31](=[O:36])[C:32]([F:35])([F:33])[F:34])=[N:15][C:14]=2[N:13]([CH3:37])[C:11]1=[O:12])(=[O:3])[CH3:2].